Dataset: Reaction yield outcomes from USPTO patents with 853,638 reactions. Task: Predict the reaction yield, written as a fraction of the theoretical maximum amount of product (1.0 means a 100% yield; for example, 0.34 means a 34% yield). (1) The reactants are [CH2:1]([CH:8]1[NH:12][C:11](=[O:13])[N:10]([C:14]2[CH:15]=[N:16][N:17]([CH2:19][C:20]3[C:21]([CH3:26])=[N:22][O:23][C:24]=3[CH3:25])[CH:18]=2)[C:9]1=[O:27])[C:2]1[CH:7]=[CH:6][CH:5]=[CH:4][CH:3]=1.I[CH3:29]. No catalyst specified. The product is [CH2:1]([CH:8]1[N:12]([CH3:29])[C:11](=[O:13])[N:10]([C:14]2[CH:15]=[N:16][N:17]([CH2:19][C:20]3[C:21]([CH3:26])=[N:22][O:23][C:24]=3[CH3:25])[CH:18]=2)[C:9]1=[O:27])[C:2]1[CH:3]=[CH:4][CH:5]=[CH:6][CH:7]=1. The yield is 0.950. (2) The reactants are [CH2:1]([O:8][CH2:9][CH2:10][O:11][C:12]1[CH:13]=[CH:14][C:15]([N+:19]([O-])=O)=[C:16]([CH3:18])[CH:17]=1)[C:2]1[CH:7]=[CH:6][CH:5]=[CH:4][CH:3]=1.N1CCC[CH2:23]1. The catalyst is C(OCC)(=O)C.CO.[Pd]. The product is [CH2:1]([O:8][CH2:9][CH2:10][O:11][C:12]1[CH:17]=[C:16]2[C:15](=[CH:14][CH:13]=1)[NH:19][CH:23]=[CH:18]2)[C:2]1[CH:7]=[CH:6][CH:5]=[CH:4][CH:3]=1. The yield is 0.220. (3) The reactants are [CH3:1][O:2][C:3]1[C:12]2[C:7](=[CH:8][CH:9]=[CH:10][CH:11]=2)[C:6]([CH:13]=[O:14])=[CH:5][CH:4]=1.CC(=CC)C.Cl([O-])=[O:21].[Na+].P([O-])(O)(O)=O.[Na+]. The catalyst is C(O)(C)(C)C.O. The product is [CH3:1][O:2][C:3]1[C:12]2[C:7](=[CH:8][CH:9]=[CH:10][CH:11]=2)[C:6]([C:13]([OH:21])=[O:14])=[CH:5][CH:4]=1. The yield is 0.550. (4) The reactants are [Al+3].[Cl-].[Cl-].[Cl-].[C:5](Cl)(=[O:7])[CH3:6].C[O:10][C:11]1[CH:16]=[CH:15][C:14]([C:17]2([C:20]([O:22][CH3:23])=[O:21])[CH2:19][CH2:18]2)=[CH:13][CH:12]=1. The catalyst is C(=S)=S. The product is [CH3:23][O:22][C:20]([C:17]1([C:14]2[CH:15]=[CH:16][C:11]([OH:10])=[C:12]([C:5](=[O:7])[CH3:6])[CH:13]=2)[CH2:19][CH2:18]1)=[O:21]. The yield is 0.810. (5) The reactants are [N+:1]([C:4]1[CH:9]=[CH:8][C:7]([O:10][CH3:11])=[CH:6][C:5]=1[C:12]([F:15])([F:14])[F:13])([O-])=O. The product is [NH2:1][C:4]1[CH:9]=[CH:8][C:7]([O:10][CH3:11])=[CH:6][C:5]=1[C:12]([F:13])([F:14])[F:15]. The yield is 0.970. The catalyst is C(OCC)(=O)C.[Pd]. (6) The reactants are [CH3:1][N:2]([CH3:35])[C:3]1[S:4][C@H:5]2[O:11][C@H:10]([CH:12]([OH:14])[CH3:13])[C@@H:9]([O:15][CH2:16][C:17]3[CH:22]=[CH:21][C:20]([O:23][CH3:24])=[CH:19][CH:18]=3)[C@H:8]([O:25][CH2:26][C:27]3[CH:32]=[CH:31][C:30]([O:33][CH3:34])=[CH:29][CH:28]=3)[C@H:6]2[N:7]=1.CC(OI1(OC(C)=O)(OC(C)=O)OC(=O)C2C=CC=CC1=2)=O. The catalyst is ClCCl. The product is [CH3:35][N:2]([CH3:1])[C:3]1[S:4][C@H:5]2[O:11][C@H:10]([C:12](=[O:14])[CH3:13])[C@@H:9]([O:15][CH2:16][C:17]3[CH:18]=[CH:19][C:20]([O:23][CH3:24])=[CH:21][CH:22]=3)[C@H:8]([O:25][CH2:26][C:27]3[CH:32]=[CH:31][C:30]([O:33][CH3:34])=[CH:29][CH:28]=3)[C@H:6]2[N:7]=1. The yield is 0.880. (7) The reactants are [CH:1]1[S:2][CH:3]=[C:4]2[C:9]=1[CH:8]=[C:7]([C:10]([O:12]C)=[O:11])[N:6]=[CH:5]2.[OH-].[Na+]. The catalyst is CO.O. The product is [CH:1]1[S:2][CH:3]=[C:4]2[C:9]=1[CH:8]=[C:7]([C:10]([OH:12])=[O:11])[N:6]=[CH:5]2. The yield is 0.970. (8) The reactants are [CH3:1][C:2]([C:6]1[NH:7][C:8]2[C:13]([CH:14]=1)=[CH:12][C:11]([N+:15]([O-])=O)=[CH:10][CH:9]=2)([CH3:5])[CH2:3][OH:4].O.O.[Sn](Cl)(Cl)(Cl)Cl. The catalyst is C(O)C.C(OCC)(=O)C.O. The product is [NH2:15][C:11]1[CH:12]=[C:13]2[C:8](=[CH:9][CH:10]=1)[NH:7][C:6]([C:2]([CH3:5])([CH3:1])[CH2:3][OH:4])=[CH:14]2. The yield is 0.980. (9) The reactants are C([C:5]1[CH:10]=[CH:9][C:8]([C:11]([CH3:40])([CH2:15][CH2:16][CH2:17][CH2:18][C:19](=[O:39])[CH2:20][CH2:21][CH2:22][CH2:23][C:24]([C:29]2[CH:34]=[CH:33][C:32](CC(C)C)=[CH:31][CH:30]=2)([CH3:28])[C:25]([OH:27])=[O:26])[C:12]([OH:14])=[O:13])=[CH:7][CH:6]=1)C(C)C.C(OC(=O)C(C)(C1C=CC=CC=1)CCCCC(=O)CCCCC(C)(C1C=CC=CC=1)C(OCC)=O)C.[OH-].[K+]. The catalyst is C(O)C.O. The product is [CH3:28][C:24]([C:29]1[CH:30]=[CH:31][CH:32]=[CH:33][CH:34]=1)([CH2:23][CH2:22][CH2:21][CH2:20][C:19](=[O:39])[CH2:18][CH2:17][CH2:16][CH2:15][C:11]([CH3:40])([C:8]1[CH:7]=[CH:6][CH:5]=[CH:10][CH:9]=1)[C:12]([OH:14])=[O:13])[C:25]([OH:27])=[O:26]. The yield is 0.870. (10) The reactants are Br[CH:2]([C:6]1[CH:11]=[CH:10][CH:9]=[CH:8][CH:7]=1)[C:3]([OH:5])=[O:4].[CH3:12][O:13][C:14]1[CH:15]=[C:16]([CH:18]=[CH:19][CH:20]=1)[NH2:17]. The catalyst is C1COCC1. The product is [CH3:12][O:13][C:14]1[CH:15]=[C:16]([NH:17][CH:2]([C:6]2[CH:11]=[CH:10][CH:9]=[CH:8][CH:7]=2)[C:3]([OH:5])=[O:4])[CH:18]=[CH:19][CH:20]=1. The yield is 0.990.